Regression. Given a peptide amino acid sequence and an MHC pseudo amino acid sequence, predict their binding affinity value. This is MHC class I binding data. From a dataset of Peptide-MHC class I binding affinity with 185,985 pairs from IEDB/IMGT. (1) The peptide sequence is TPVEHGLVL. The MHC is HLA-B18:01 with pseudo-sequence HLA-B18:01. The binding affinity (normalized) is 0.0847. (2) The peptide sequence is GSSDFQVHFLK. The MHC is HLA-B40:02 with pseudo-sequence HLA-B40:02. The binding affinity (normalized) is 0.221. (3) The peptide sequence is KIWMAPSLT. The MHC is HLA-A02:06 with pseudo-sequence HLA-A02:06. The binding affinity (normalized) is 0.554. (4) The peptide sequence is VPHAKRQDV. The binding affinity (normalized) is 0.787. The MHC is HLA-B07:02 with pseudo-sequence HLA-B07:02. (5) The peptide sequence is SELVIGAVI. The MHC is HLA-B40:01 with pseudo-sequence HLA-B40:01. The binding affinity (normalized) is 0.585.